From a dataset of Full USPTO retrosynthesis dataset with 1.9M reactions from patents (1976-2016). Predict the reactants needed to synthesize the given product. (1) Given the product [CH:1]1([C:4]2[C:5]([C:18]3[C:26]4[C:21](=[CH:22][CH:23]=[CH:24][CH:25]=4)[N:20]([S:27]([C:30]4[CH:35]=[CH:34][CH:33]=[CH:32][CH:31]=4)(=[O:28])=[O:29])[CH:19]=3)=[N:6][C:7]([NH:10][C@@H:11]3[CH2:16][CH2:15][CH2:14][C@H:13]([NH:17][C:48]([C:47]4[CH:46]=[CH:45][C:44]([NH:43][C:41](=[O:42])[O:40][C:36]([CH3:38])([CH3:37])[CH3:39])=[CH:52][CH:51]=4)=[O:49])[CH2:12]3)=[N:8][CH:9]=2)[CH2:2][CH2:3]1, predict the reactants needed to synthesize it. The reactants are: [CH:1]1([C:4]2[C:5]([C:18]3[C:26]4[C:21](=[CH:22][CH:23]=[CH:24][CH:25]=4)[N:20]([S:27]([C:30]4[CH:35]=[CH:34][CH:33]=[CH:32][CH:31]=4)(=[O:29])=[O:28])[CH:19]=3)=[N:6][C:7]([NH:10][C@@H:11]3[CH2:16][CH2:15][CH2:14][C@H:13]([NH2:17])[CH2:12]3)=[N:8][CH:9]=2)[CH2:3][CH2:2]1.[C:36]([O:40][C:41]([NH:43][C:44]1[CH:52]=[CH:51][C:47]([C:48](O)=[O:49])=[CH:46][CH:45]=1)=[O:42])([CH3:39])([CH3:38])[CH3:37].CN(C(ON1N=NC2C=CC=CC1=2)=[N+](C)C)C.F[P-](F)(F)(F)(F)F.CCN(C(C)C)C(C)C. (2) Given the product [C:1]([O:5][C:6](=[O:21])[NH:7][CH2:8][CH2:9][CH2:10][CH2:11][C:12]1[CH:17]=[CH:16][C:15]([C:18](=[NH:28])[NH2:19])=[CH:14][CH:13]=1)([CH3:4])([CH3:3])[CH3:2], predict the reactants needed to synthesize it. The reactants are: [C:1]([O:5][C:6](=[O:21])[NH:7][CH2:8][CH2:9][CH2:10][CH2:11][C:12]1[CH:17]=[CH:16][C:15]([C:18](=S)[NH2:19])=[CH:14][CH:13]=1)([CH3:4])([CH3:3])[CH3:2].IC.C([O-])(=O)C.[NH4+:28]. (3) Given the product [F:1][C:2]([F:26])([F:25])[C:3]1[CH:4]=[C:5]([NH:9][C:10]([C:12]2[CH:13]=[C:14]3[C:19](=[CH:20][CH:21]=2)[C:18]([O:22][CH3:23])=[N:17][N:16]=[C:15]3[C:34]2[CH:39]=[CH:38][CH:37]=[CH:36][CH:35]=2)=[O:11])[CH:6]=[CH:7][CH:8]=1, predict the reactants needed to synthesize it. The reactants are: [F:1][C:2]([F:26])([F:25])[C:3]1[CH:4]=[C:5]([NH:9][C:10]([C:12]2[CH:13]=[C:14]3[C:19](=[CH:20][CH:21]=2)[C:18]([O:22][CH3:23])=[N:17][N:16]=[C:15]3I)=[O:11])[CH:6]=[CH:7][CH:8]=1.C([O-])([O-])=O.[K+].[K+].O.[C:34]1(B(O)O)[CH:39]=[CH:38][CH:37]=[CH:36][CH:35]=1. (4) Given the product [OH:7][C@H:3]1[CH2:4][O:5][CH2:6][C@@H:2]1[NH:1][C:18](=[O:19])[O:20][CH2:21][C:22]1[CH:27]=[CH:26][CH:25]=[CH:24][CH:23]=1, predict the reactants needed to synthesize it. The reactants are: [NH2:1][C@H:2]1[CH2:6][O:5][CH2:4][C@@H:3]1[OH:7].C(N(CC)C(C)C)(C)C.Cl[C:18]([O:20][CH2:21][C:22]1[CH:27]=[CH:26][CH:25]=[CH:24][CH:23]=1)=[O:19]. (5) Given the product [Br:1][C:2]1[CH:3]=[CH:4][C:5]([N:10]([CH3:11])[CH3:9])=[N:6][CH:7]=1, predict the reactants needed to synthesize it. The reactants are: [Br:1][C:2]1[CH:3]=[CH:4][C:5](Cl)=[N:6][CH:7]=1.[CH3:9][NH:10][CH3:11]. (6) Given the product [C:38]([O:37][C:35]([N:9]1[CH2:10][CH2:11][C:12]([C:13]2[CH:14]=[CH:15][C:16]([O:19][CH2:20][C:21]3[O:25][N:24]=[C:23]([C:26]4[C:31]([F:32])=[CH:30][CH:29]=[C:28]([F:33])[C:27]=4[Cl:34])[CH:22]=3)=[CH:17][CH:18]=2)=[C:7]([C:5]([OH:6])=[O:4])[CH2:8]1)=[O:36])([CH3:41])([CH3:39])[CH3:40], predict the reactants needed to synthesize it. The reactants are: [Li+].[OH-].C[O:4][C:5]([C:7]1[CH2:8][N:9]([C:35]([O:37][C:38]([CH3:41])([CH3:40])[CH3:39])=[O:36])[CH2:10][CH2:11][C:12]=1[C:13]1[CH:18]=[CH:17][C:16]([O:19][CH2:20][C:21]2[O:25][N:24]=[C:23]([C:26]3[C:31]([F:32])=[CH:30][CH:29]=[C:28]([F:33])[C:27]=3[Cl:34])[CH:22]=2)=[CH:15][CH:14]=1)=[O:6].Cl. (7) The reactants are: Cl[CH2:2][C:3]1[CH:8]=[CH:7][C:6]([C:9]([OH:35])([C:29]2[N:33]([CH3:34])[CH:32]=[N:31][CH:30]=2)[C:10]2[CH:11]=[C:12]3[C:17](=[CH:18][CH:19]=2)[N:16]([CH3:20])[C:15](=[O:21])[CH:14]=[C:13]3[C:22]2[CH:27]=[CH:26][CH:25]=[C:24]([Cl:28])[CH:23]=2)=[CH:5][CH:4]=1.[S:36]1[CH:40]=[CH:39][NH:38][C:37]1=[S:41].O. Given the product [Cl:28][C:24]1[CH:23]=[C:22]([C:13]2[C:12]3[C:17](=[CH:18][CH:19]=[C:10]([C:9]([OH:35])([C:29]4[N:33]([CH3:34])[CH:32]=[N:31][CH:30]=4)[C:6]4[CH:5]=[CH:4][C:3]([CH2:2][S:41][C:37]5[S:36][CH:40]=[CH:39][N:38]=5)=[CH:8][CH:7]=4)[CH:11]=3)[N:16]([CH3:20])[C:15](=[O:21])[CH:14]=2)[CH:27]=[CH:26][CH:25]=1, predict the reactants needed to synthesize it. (8) Given the product [O:14]=[C:12]1[N:11]2[CH2:15][CH2:16][NH:17][C:10]2=[CH:9][C:8]([O:7][CH2:6][C:5]2[CH:25]=[CH:26][C:27]([O:28][C:29]3[CH:34]=[CH:33][N:32]=[C:31]([C:35]([F:37])([F:38])[F:36])[CH:30]=3)=[C:3]([CH:4]=2)[C:1]#[N:2])=[N:13]1, predict the reactants needed to synthesize it. The reactants are: [C:1]([C:3]1[CH:4]=[C:5]([CH:25]=[CH:26][C:27]=1[O:28][C:29]1[CH:34]=[CH:33][N:32]=[C:31]([C:35]([F:38])([F:37])[F:36])[CH:30]=1)[CH2:6][O:7][C:8]1[CH:9]=[C:10]2[N:17](C(OC(C)(C)C)=O)[CH2:16][CH2:15][N:11]2[C:12](=[O:14])[N:13]=1)#[N:2].